From a dataset of M1 muscarinic receptor antagonist screen with 61,756 compounds. Binary Classification. Given a drug SMILES string, predict its activity (active/inactive) in a high-throughput screening assay against a specified biological target. (1) The molecule is O(c1c(C2n3[nH]c(nc3=NC(=C2C(=O)N)C)c2ccc(OC)cc2)cccc1)CC. The result is 0 (inactive). (2) The drug is O=c1nc(n(c(c1c1ccccc1)C)c1cc(c(O)cc1)C(O)=O)C. The result is 0 (inactive).